From a dataset of Reaction yield outcomes from USPTO patents with 853,638 reactions. Predict the reaction yield, written as a fraction of the theoretical maximum amount of product (1.0 means a 100% yield; for example, 0.34 means a 34% yield). The reactants are [CH3:1][C:2]1[N:3]=[C:4]([N:12]2[C:16](=[O:17])[N:15]([CH2:18][C:19]3[CH:24]=[CH:23]C(C(F)(F)F)=CC=3)[N:14]=[CH:13]2)[S:5][C:6]=1[C:7]([O:9]CC)=[O:8].C1(CN2C(=O)N(C3SC(C(OCC)=O)=C(C)N=3)C=N2)CC1. No catalyst specified. The product is [CH:19]1([CH2:18][N:15]2[C:16](=[O:17])[N:12]([C:4]3[S:5][C:6]([C:7]([OH:9])=[O:8])=[C:2]([CH3:1])[N:3]=3)[CH:13]=[N:14]2)[CH2:24][CH2:23]1. The yield is 0.920.